This data is from TCR-epitope binding with 47,182 pairs between 192 epitopes and 23,139 TCRs. The task is: Binary Classification. Given a T-cell receptor sequence (or CDR3 region) and an epitope sequence, predict whether binding occurs between them. (1) The epitope is PROT_97E67BCC. The TCR CDR3 sequence is CASRPPWGTTSNEQFF. Result: 0 (the TCR does not bind to the epitope). (2) The epitope is FQPTNGVGY. The TCR CDR3 sequence is CSVEGPLDTQYF. Result: 0 (the TCR does not bind to the epitope). (3) The epitope is TLDSKTQSL. The TCR CDR3 sequence is CATRGQGGHTEAFF. Result: 0 (the TCR does not bind to the epitope). (4) The epitope is FQPTNGVGY. The TCR CDR3 sequence is CASRDRGQDEQYF. Result: 0 (the TCR does not bind to the epitope).